Dataset: Forward reaction prediction with 1.9M reactions from USPTO patents (1976-2016). Task: Predict the product of the given reaction. (1) Given the reactants Cl[C:2]1[C:3]([NH2:9])=[N:4][CH:5]=[N:6][C:7]=1Cl.[O:10]([C:17]1[CH:22]=[CH:21][C:20](B(O)O)=[CH:19][CH:18]=1)[C:11]1[CH:16]=[CH:15][CH:14]=[CH:13][CH:12]=1.[NH2:26][CH2:27][C:28]1([F:41])[CH2:33][CH2:32][N:31]([C:34]([O:36]C(C)(C)C)=O)[CH2:30][CH2:29]1.Cl.[CH3:43][N:44]([CH3:51])[CH2:45]/[CH:46]=[CH:47]/C(O)=O, predict the reaction product. The product is: [NH2:9][C:3]1[N:4]=[CH:5][N:6]=[C:7]([NH:26][CH2:27][C:28]2([F:41])[CH2:29][CH2:30][N:31]([C:34](=[O:36])/[CH:47]=[CH:46]/[CH2:45][N:44]([CH3:51])[CH3:43])[CH2:32][CH2:33]2)[C:2]=1[C:20]1[CH:21]=[CH:22][C:17]([O:10][C:11]2[CH:16]=[CH:15][CH:14]=[CH:13][CH:12]=2)=[CH:18][CH:19]=1. (2) Given the reactants [NH2:1][C:2]1[CH:11]=[CH:10][C:5]([C:6]([O:8][CH3:9])=[O:7])=[C:4]([OH:12])[CH:3]=1.[CH:13]1([C:19]2[CH:26]=[CH:25][C:22]([CH:23]=O)=[CH:21][CH:20]=2)[CH2:18][CH2:17][CH2:16][CH2:15][CH2:14]1.[BH-](OC(C)=O)(OC(C)=O)OC(C)=O.[Na+].C([O-])(O)=O.[Na+], predict the reaction product. The product is: [CH:13]1([C:19]2[CH:26]=[CH:25][C:22]([CH2:23][NH:1][C:2]3[CH:11]=[CH:10][C:5]([C:6]([O:8][CH3:9])=[O:7])=[C:4]([OH:12])[CH:3]=3)=[CH:21][CH:20]=2)[CH2:14][CH2:15][CH2:16][CH2:17][CH2:18]1. (3) Given the reactants FC(F)(F)C(O)=O.[Br:8][C:9]1[CH:14]=[CH:13][N:12]=[C:11]2[NH:15][C:16]([CH2:18][C:19]([OH:21])=O)=[CH:17][C:10]=12.ON1C2C=CC=CC=2N=N1.CN(C)CCCN=C=NCC.C(N(CC)C(C)C)(C)C.[CH3:52][O:53][C:54]1[CH:59]=[CH:58][CH:57]=[C:56]([NH2:60])[CH:55]=1, predict the reaction product. The product is: [Br:8][C:9]1[CH:14]=[CH:13][N:12]=[C:11]2[NH:15][C:16]([CH2:18][C:19]([NH:60][C:56]3[CH:57]=[CH:58][CH:59]=[C:54]([O:53][CH3:52])[CH:55]=3)=[O:21])=[CH:17][C:10]=12. (4) Given the reactants [C:1]1(=[O:7])[CH2:6][CH2:5][CH2:4][CH:3]=C1.[CH3:8][N:9]([CH3:19])[C:10]1[CH:15]=[CH:14][C:13](B(O)O)=[CH:12][CH:11]=1.C(C1C=CC(B(O)O)=CC=1)(C)(C)C, predict the reaction product. The product is: [CH3:8][N:9]([CH3:19])[C:10]1[CH:15]=[CH:14][C:13]([C@H:5]2[CH2:4][CH2:3][C:1](=[O:7])[CH2:6]2)=[CH:12][CH:11]=1. (5) Given the reactants [F:1]C1C=CC=CC=1C(Cl)=O.[CH3:11][O:12][C:13]1[CH:14]=[C:15]2[C:20](=[CH:21][C:22]=1[O:23][CH3:24])[N:19]=[CH:18][CH:17]=[C:16]2[O:25][C:26]1[CH:32]=[CH:31][C:29]([NH2:30])=[C:28](F)[CH:27]=1.[F:34][C:35]1[CH:40]=[CH:39][CH:38]=[CH:37][C:36]=1[C:41]([N:43]=[C:44]=[S:45])=[O:42], predict the reaction product. The product is: [F:34][C:35]1[CH:40]=[CH:39][CH:38]=[CH:37][C:36]=1[C:41]([N:43]=[C:44]=[S:45])=[O:42].[CH3:11][O:12][C:13]1[CH:14]=[C:15]2[C:20](=[CH:21][C:22]=1[O:23][CH3:24])[N:19]=[CH:18][CH:17]=[C:16]2[O:25][C:26]1[CH:32]=[CH:31][C:29]([NH:30][C:44]([NH:43][C:41](=[O:42])[C:36]2[CH:37]=[CH:38][CH:39]=[CH:40][C:35]=2[F:34])=[S:45])=[CH:28][C:27]=1[F:1]. (6) Given the reactants Cl.O(N)C.[Cl:5][C:6]1[N:7]=[C:8]([CH3:35])[N:9]([CH2:12][C:13]2[S:28][C:16]3[N:17]([CH2:24][CH:25]([CH3:27])[CH3:26])[C:18](=[O:23])[N:19]([CH3:22])[C:20](=[O:21])[C:15]=3[C:14]=2[C:29]([N:31]([O:33][CH3:34])C)=[O:30])[C:10]=1[Cl:11], predict the reaction product. The product is: [Cl:5][C:6]1[N:7]=[C:8]([CH3:35])[N:9]([CH2:12][C:13]2[S:28][C:16]3[N:17]([CH2:24][CH:25]([CH3:27])[CH3:26])[C:18](=[O:23])[N:19]([CH3:22])[C:20](=[O:21])[C:15]=3[C:14]=2[C:29]([NH:31][O:33][CH3:34])=[O:30])[C:10]=1[Cl:11]. (7) Given the reactants Br[C:2]1[CH:3]=[C:4]2[C:8](=[CH:9][CH:10]=1)[C:7](=[O:11])[CH2:6][CH2:5]2.[CH3:12][N:13]1C(=O)CCC1.C1COCC1, predict the reaction product. The product is: [O:11]=[C:7]1[C:8]2[C:4](=[CH:3][C:2]([C:12]#[N:13])=[CH:10][CH:9]=2)[CH2:5][CH2:6]1. (8) Given the reactants [CH3:1][CH:2]([CH3:7])[CH2:3][CH:4]=[N:5][OH:6].[CH2:8]([OH:11])[C:9]#[CH:10], predict the reaction product. The product is: [CH2:3]([C:4]1[CH:10]=[C:9]([CH2:8][OH:11])[O:6][N:5]=1)[CH:2]([CH3:7])[CH3:1].